From a dataset of Full USPTO retrosynthesis dataset with 1.9M reactions from patents (1976-2016). Predict the reactants needed to synthesize the given product. (1) Given the product [Cl:13][C:14]1[CH:15]=[CH:16][C:17]([C:20]2[C:29]3[C:24](=[CH:25][CH:26]=[CH:27][CH:28]=3)[C:23]([NH:30][C:31]3[CH:32]=[CH:33][C:34]([O:37][C:41]4[CH:42]=[CH:43][N:44]=[C:39]([Cl:38])[N:40]=4)=[CH:35][CH:36]=3)=[N:22][N:21]=2)=[CH:18][CH:19]=1, predict the reactants needed to synthesize it. The reactants are: N12CCCN=C1CCCCC2.Cl.[Cl:13][C:14]1[CH:19]=[CH:18][C:17]([C:20]2[C:29]3[C:24](=[CH:25][CH:26]=[CH:27][CH:28]=3)[C:23]([NH:30][C:31]3[CH:36]=[CH:35][C:34]([OH:37])=[CH:33][CH:32]=3)=[N:22][N:21]=2)=[CH:16][CH:15]=1.[Cl:38][C:39]1[N:44]=[C:43](Cl)[CH:42]=[CH:41][N:40]=1. (2) Given the product [Cl:1][C:2]1[CH:11]=[C:10]2[C:5]([C:6]([N:12]3[CH2:17][CH2:16][N:15]([C:18]([NH:20][C:21]4[CH:22]=[CH:23][C:24]([N:39]([CH3:40])[CH3:38])=[CH:25][CH:26]=4)=[O:19])[CH2:14][CH2:13]3)=[CH:7][CH:8]=[N:9]2)=[CH:4][CH:3]=1, predict the reactants needed to synthesize it. The reactants are: [Cl:1][C:2]1[CH:11]=[C:10]2[C:5]([C:6]([N:12]3[CH2:17][CH2:16][N:15]([C:18]([NH:20][C:21]4[CH:26]=[CH:25][C:24](C(F)(F)F)=[CH:23][CH:22]=4)=[O:19])[CH2:14][CH2:13]3)=[CH:7][CH:8]=[N:9]2)=[CH:4][CH:3]=1.ClC1C=[C:40]2C(C(N3CCNCC3)=C[CH:38]=[N:39]2)=CC=1.C(N(C(C)C)CC)(C)C.CN(C)C1C=CC(N=C=O)=CC=1. (3) Given the product [NH:1]1[C:5]2[CH:6]=[CH:7][CH:8]=[CH:9][C:4]=2[N:3]=[C:2]1[C:10]([N:12]1[CH2:17][C@@H:16]2[CH2:18][C@H:13]1[CH2:14][N:15]2[C:19]([C@@H:20]([NH:25][C:37]([C:33]1[NH:34][C:35]2[C:31]([CH:32]=1)=[CH:30][CH:29]=[C:28]([CH3:27])[CH:36]=2)=[O:38])[C:21]([CH3:22])([CH3:23])[CH3:24])=[O:26])=[O:11], predict the reactants needed to synthesize it. The reactants are: [NH:1]1[C:5]2[CH:6]=[CH:7][CH:8]=[CH:9][C:4]=2[N:3]=[C:2]1[C:10]([N:12]1[CH2:17][C@@H:16]2[CH2:18][C@H:13]1[CH2:14][N:15]2[C:19](=[O:26])[C@@H:20]([NH2:25])[C:21]([CH3:24])([CH3:23])[CH3:22])=[O:11].[CH3:27][C:28]1[CH:36]=[C:35]2[C:31]([CH:32]=[C:33]([C:37](O)=[O:38])[NH:34]2)=[CH:30][CH:29]=1.C(Cl)CCl.C1C=CC2N(O)N=NC=2C=1.CN1CCOCC1. (4) Given the product [CH2:1]([O:8][CH2:9][N:10]1[C:18]2[C:17]([O:19][CH3:20])=[N:16][CH:15]=[N:14][C:13]=2[C:12]([CH2:21][NH:22][C@H:23]([CH2:24][OH:25])[C@H:29]([OH:35])[CH2:30][OH:31])=[CH:11]1)[C:2]1[CH:3]=[CH:4][CH:5]=[CH:6][CH:7]=1, predict the reactants needed to synthesize it. The reactants are: [CH2:1]([O:8][CH2:9][N:10]1[C:18]2[C:17]([O:19][CH3:20])=[N:16][CH:15]=[N:14][C:13]=2[C:12]([CH2:21][NH:22][C@H:23]([C@H:29]([OH:35])[C:30](OCC)=[O:31])[C:24](OCC)=[O:25])=[CH:11]1)[C:2]1[CH:7]=[CH:6][CH:5]=[CH:4][CH:3]=1.[BH4-].[Li+]. (5) Given the product [CH2:33]([C@H:10]1[CH2:9][NH:8][CH2:12][C@@H:11]1[CH2:13][N:14]([C:26]1[CH:31]=[CH:30][C:29]([Cl:32])=[CH:28][CH:27]=1)[CH2:15][C:16]1[CH:21]=[CH:20][CH:19]=[C:18]([CH2:22][N:23]([CH3:25])[CH3:24])[CH:17]=1)[C:34]1[CH:39]=[CH:38][CH:37]=[CH:36][CH:35]=1, predict the reactants needed to synthesize it. The reactants are: C(OC([N:8]1[CH2:12][C@@H:11]([CH2:13][N:14]([C:26]2[CH:31]=[CH:30][C:29]([Cl:32])=[CH:28][CH:27]=2)[CH2:15][C:16]2[CH:21]=[CH:20][CH:19]=[C:18]([CH2:22][N:23]([CH3:25])[CH3:24])[CH:17]=2)[C@H:10]([CH2:33][C:34]2[CH:39]=[CH:38][CH:37]=[CH:36][CH:35]=2)[CH2:9]1)=O)(C)(C)C.Cl.O1CCOCC1. (6) Given the product [F:2][C:3]1[CH:11]=[C:10]2[C:6]([C:7]([C:21]3[CH:29]=[C:28]4[C:24]([CH:25]=[N:26][N:27]4[CH2:30][CH:31]4[CH2:36][CH2:35][N:34]([C:80](=[O:82])[CH3:81])[CH2:33][CH2:32]4)=[CH:23][CH:22]=3)=[CH:8][N:9]2[S:12]([C:15]2[CH:16]=[CH:17][CH:18]=[CH:19][CH:20]=2)(=[O:13])=[O:14])=[CH:5][CH:4]=1, predict the reactants needed to synthesize it. The reactants are: Cl.[F:2][C:3]1[CH:11]=[C:10]2[C:6]([C:7]([C:21]3[CH:29]=[C:28]4[C:24]([CH:25]=[N:26][N:27]4[CH2:30][CH:31]4[CH2:36][CH2:35][NH:34][CH2:33][CH2:32]4)=[CH:23][CH:22]=3)=[CH:8][N:9]2[S:12]([C:15]2[CH:20]=[CH:19][CH:18]=[CH:17][CH:16]=2)(=[O:14])=[O:13])=[CH:5][CH:4]=1.Cl.FC1C=C2C(C(C3C=CC4C(C=3)=NN(CC3CCNCC3)C=4)=CN2S(C2C=CC=CC=2)(=O)=O)=CC=1.CCN(CC)CC.[C:80](Cl)(=[O:82])[CH3:81]. (7) Given the product [Br:1][C:2]1[C:10]2[O:9][C:8]([CH3:11])=[N:7][C:6]=2[C:5]([C:12]2[CH2:24][C:23]([C:21]3[CH:20]=[C:19]([Cl:29])[CH:18]=[C:17]([Cl:16])[CH:22]=3)([C:25]([F:26])([F:28])[F:27])[O:14][N:13]=2)=[CH:4][CH:3]=1, predict the reactants needed to synthesize it. The reactants are: [Br:1][C:2]1[CH:3]=[CH:4][C:5]([C:12](Cl)=[N:13][OH:14])=[C:6]2[C:10]=1[O:9][C:8]([CH3:11])=[N:7]2.[Cl:16][C:17]1[CH:22]=[C:21]([C:23]([C:25]([F:28])([F:27])[F:26])=[CH2:24])[CH:20]=[C:19]([Cl:29])[CH:18]=1.C(=O)([O-])O.[Na+]. (8) Given the product [CH3:35][S:3]([C:9]1[CH:14]=[CH:13][C:12]([NH:15][C:16]2[CH:25]=[C:24]([N:26]3[CH:30]=[CH:29][C:28]([C:31]([F:33])([F:32])[F:34])=[N:27]3)[C:23]3[C:18](=[CH:19][CH:20]=[CH:21][CH:22]=3)[N:17]=2)=[CH:11][CH:10]=1)(=[O:5])=[O:2], predict the reactants needed to synthesize it. The reactants are: O[O:2][S:3]([O-:5])=O.[K+].CS[C:9]1[CH:14]=[CH:13][C:12]([NH:15][C:16]2[CH:25]=[C:24]([N:26]3[CH:30]=[CH:29][C:28]([C:31]([F:34])([F:33])[F:32])=[N:27]3)[C:23]3[C:18](=[CH:19][CH:20]=[CH:21][CH:22]=3)[N:17]=2)=[CH:11][CH:10]=1.[CH3:35]C(C)=O.